Regression. Given two drug SMILES strings and cell line genomic features, predict the synergy score measuring deviation from expected non-interaction effect. From a dataset of NCI-60 drug combinations with 297,098 pairs across 59 cell lines. (1) Drug 1: CC1=C(C(=O)C2=C(C1=O)N3CC4C(C3(C2COC(=O)N)OC)N4)N. Drug 2: C1CNP(=O)(OC1)N(CCCl)CCCl. Cell line: NCI-H460. Synergy scores: CSS=41.1, Synergy_ZIP=-0.389, Synergy_Bliss=-4.54, Synergy_Loewe=-36.4, Synergy_HSA=-4.32. (2) Drug 1: CC1=C(C=C(C=C1)NC(=O)C2=CC=C(C=C2)CN3CCN(CC3)C)NC4=NC=CC(=N4)C5=CN=CC=C5. Drug 2: CC1=C(C(=CC=C1)Cl)NC(=O)C2=CN=C(S2)NC3=CC(=NC(=N3)C)N4CCN(CC4)CCO. Cell line: MDA-MB-231. Synergy scores: CSS=11.1, Synergy_ZIP=0.434, Synergy_Bliss=5.27, Synergy_Loewe=-8.74, Synergy_HSA=-3.50. (3) Drug 1: C1=NC2=C(N1)C(=S)N=CN2. Drug 2: CC1CCCC2(C(O2)CC(NC(=O)CC(C(C(=O)C(C1O)C)(C)C)O)C(=CC3=CSC(=N3)C)C)C. Cell line: SR. Synergy scores: CSS=81.3, Synergy_ZIP=-0.425, Synergy_Bliss=-1.07, Synergy_Loewe=-2.49, Synergy_HSA=0.143. (4) Drug 1: COC1=C2C(=CC3=C1OC=C3)C=CC(=O)O2. Drug 2: C1CN(P(=O)(OC1)NCCCl)CCCl. Cell line: NCIH23. Synergy scores: CSS=1.73, Synergy_ZIP=-0.972, Synergy_Bliss=-3.81, Synergy_Loewe=-5.12, Synergy_HSA=-6.61. (5) Drug 1: CN1C(=O)N2C=NC(=C2N=N1)C(=O)N. Drug 2: C1=CC=C(C(=C1)C(C2=CC=C(C=C2)Cl)C(Cl)Cl)Cl. Cell line: BT-549. Synergy scores: CSS=-2.28, Synergy_ZIP=1.48, Synergy_Bliss=1.49, Synergy_Loewe=-1.24, Synergy_HSA=-1.02. (6) Drug 1: CCC1(CC2CC(C3=C(CCN(C2)C1)C4=CC=CC=C4N3)(C5=C(C=C6C(=C5)C78CCN9C7C(C=CC9)(C(C(C8N6C)(C(=O)OC)O)OC(=O)C)CC)OC)C(=O)OC)O.OS(=O)(=O)O. Drug 2: C1=NC2=C(N1)C(=S)N=CN2. Cell line: TK-10. Synergy scores: CSS=36.9, Synergy_ZIP=-0.609, Synergy_Bliss=1.13, Synergy_Loewe=-0.394, Synergy_HSA=0.376. (7) Drug 1: CC(CN1CC(=O)NC(=O)C1)N2CC(=O)NC(=O)C2. Drug 2: CC1=C2C(C(=O)C3(C(CC4C(C3C(C(C2(C)C)(CC1OC(=O)C(C(C5=CC=CC=C5)NC(=O)OC(C)(C)C)O)O)OC(=O)C6=CC=CC=C6)(CO4)OC(=O)C)O)C)O. Cell line: NCI/ADR-RES. Synergy scores: CSS=3.10, Synergy_ZIP=-0.551, Synergy_Bliss=2.47, Synergy_Loewe=0.527, Synergy_HSA=0.901. (8) Drug 1: C1CN1P(=S)(N2CC2)N3CC3. Drug 2: C1=NC2=C(N=C(N=C2N1C3C(C(C(O3)CO)O)F)Cl)N. Cell line: PC-3. Synergy scores: CSS=2.22, Synergy_ZIP=-4.81, Synergy_Bliss=-5.75, Synergy_Loewe=-8.46, Synergy_HSA=-4.90.